From a dataset of Peptide-MHC class I binding affinity with 185,985 pairs from IEDB/IMGT. Regression. Given a peptide amino acid sequence and an MHC pseudo amino acid sequence, predict their binding affinity value. This is MHC class I binding data. (1) The peptide sequence is RLQEALAVV. The MHC is HLA-A02:01 with pseudo-sequence HLA-A02:01. The binding affinity (normalized) is 0.826. (2) The peptide sequence is RFHSIAGQY. The MHC is H-2-Kd with pseudo-sequence H-2-Kd. The binding affinity (normalized) is 0.0463. (3) The binding affinity (normalized) is 0.174. The MHC is HLA-A02:01 with pseudo-sequence HLA-A02:01. The peptide sequence is PINAPIKTFM.